This data is from Reaction yield outcomes from USPTO patents with 853,638 reactions. The task is: Predict the reaction yield, written as a fraction of the theoretical maximum amount of product (1.0 means a 100% yield; for example, 0.34 means a 34% yield). (1) The reactants are IC.[CH2:3]([O:5][C:6]([C:8]1[O:9][C:10]2[C:15]([C:16](=[O:25])[C:17]=1[C:18]1[CH:23]=[CH:22][C:21]([F:24])=[CH:20][CH:19]=1)=[CH:14][C:13]([CH2:26][CH3:27])=[C:12]([OH:28])[CH:11]=2)=[O:7])[CH3:4].[C:29](=O)([O-])[O-].[K+].[K+]. The catalyst is CC(C)=O. The product is [CH2:3]([O:5][C:6]([C:8]1[O:9][C:10]2[C:15]([C:16](=[O:25])[C:17]=1[C:18]1[CH:23]=[CH:22][C:21]([F:24])=[CH:20][CH:19]=1)=[CH:14][C:13]([CH2:26][CH3:27])=[C:12]([O:28][CH3:29])[CH:11]=2)=[O:7])[CH3:4]. The yield is 0.870. (2) The yield is 0.880. The product is [N+:3]([C:6]1[CH:7]=[N:8][N:9]([CH2:12][C:13]([OH:15])=[O:14])[CH:10]=1)([O-:5])=[O:4]. The reactants are [OH-].[K+].[N+:3]([C:6]1[CH:7]=[N:8][NH:9][CH:10]=1)([O-:5])=[O:4].Br[CH2:12][C:13]([OH:15])=[O:14]. The catalyst is O.CC(C)=O. (3) The reactants are [O:1]1[C:5]2([CH2:10][CH2:9][CH:8]([OH:11])[CH2:7][CH2:6]2)[O:4][CH2:3][CH2:2]1.[CH3:12][S:13](Cl)(=[O:15])=[O:14].C(N(CC)CC)C. The catalyst is ClCCl. The product is [O:1]1[C:5]2([CH2:10][CH2:9][CH:8]([O:11][S:13]([CH3:12])(=[O:15])=[O:14])[CH2:7][CH2:6]2)[O:4][CH2:3][CH2:2]1. The yield is 0.900.